This data is from NCI-60 drug combinations with 297,098 pairs across 59 cell lines. The task is: Regression. Given two drug SMILES strings and cell line genomic features, predict the synergy score measuring deviation from expected non-interaction effect. (1) Drug 1: CCC1=C2CN3C(=CC4=C(C3=O)COC(=O)C4(CC)O)C2=NC5=C1C=C(C=C5)O. Drug 2: CC1=C(C(=O)C2=C(C1=O)N3CC4C(C3(C2COC(=O)N)OC)N4)N. Cell line: TK-10. Synergy scores: CSS=17.6, Synergy_ZIP=-3.47, Synergy_Bliss=1.13, Synergy_Loewe=0.852, Synergy_HSA=1.63. (2) Drug 2: COC1=C2C(=CC3=C1OC=C3)C=CC(=O)O2. Synergy scores: CSS=11.5, Synergy_ZIP=-2.32, Synergy_Bliss=0.224, Synergy_Loewe=2.12, Synergy_HSA=2.56. Cell line: T-47D. Drug 1: CC1=CC2C(CCC3(C2CCC3(C(=O)C)OC(=O)C)C)C4(C1=CC(=O)CC4)C.